Dataset: Reaction yield outcomes from USPTO patents with 853,638 reactions. Task: Predict the reaction yield, written as a fraction of the theoretical maximum amount of product (1.0 means a 100% yield; for example, 0.34 means a 34% yield). (1) The reactants are Br[C:2]1[CH:7]=[CH:6][N:5]=[C:4]2[N:8]([CH2:11][O:12][CH2:13][CH2:14][Si:15]([CH3:18])([CH3:17])[CH3:16])[CH:9]=[CH:10][C:3]=12.C([Mg]Cl)(C)C.[Cl:24][CH2:25][C:26](N(OC)C)=[O:27]. The catalyst is CCOCC.C1COCC1. The product is [Cl:24][CH2:25][C:26]([C:2]1[CH:7]=[CH:6][N:5]=[C:4]2[N:8]([CH2:11][O:12][CH2:13][CH2:14][Si:15]([CH3:18])([CH3:17])[CH3:16])[CH:9]=[CH:10][C:3]=12)=[O:27]. The yield is 0.350. (2) The reactants are C(N(CC)CC)C.[CH:8](=O)[C:9]1[CH:14]=[CH:13][CH:12]=[CH:11][CH:10]=1.Cl.[C:17]([O:21][CH2:22][C@@H:23]([C:25]([O:27][CH3:28])=[O:26])[NH2:24])([CH3:20])([CH3:19])[CH3:18].[BH4-].[Na+].[Cl-].[NH4+]. The catalyst is CO. The product is [CH2:8]([NH:24][C@H:23]([C:25]([O:27][CH3:28])=[O:26])[CH2:22][O:21][C:17]([CH3:20])([CH3:19])[CH3:18])[C:9]1[CH:14]=[CH:13][CH:12]=[CH:11][CH:10]=1. The yield is 1.00. (3) The reactants are [CH3:1][C:2]1[CH:3]=[C:4]([C:8]([N:10]=[C:11]=[S:12])=[O:9])[CH:5]=[CH:6][CH:7]=1.[CH3:13][O:14][C:15]1[CH:16]=[C:17]2[C:22](=[CH:23][C:24]=1[O:25][CH3:26])[N:21]=[CH:20][CH:19]=[C:18]2[O:27][C:28]1[CH:34]=[CH:33][C:31]([NH2:32])=[C:30]([CH3:35])[C:29]=1[CH3:36].C1(C)C=CC=CC=1. The catalyst is C(O)C. The product is [CH3:13][O:14][C:15]1[CH:16]=[C:17]2[C:22](=[CH:23][C:24]=1[O:25][CH3:26])[N:21]=[CH:20][CH:19]=[C:18]2[O:27][C:28]1[CH:34]=[CH:33][C:31]([NH:32][C:11]([NH:10][C:8](=[O:9])[C:4]2[CH:5]=[CH:6][CH:7]=[C:2]([CH3:1])[CH:3]=2)=[S:12])=[C:30]([CH3:35])[C:29]=1[CH3:36]. The yield is 0.830. (4) The reactants are [Cl:1][CH2:2][CH2:3][N:4]([P:8]([N:29]([CH2:33][CH2:34][Cl:35])[CH2:30][CH2:31][Cl:32])([O:10][CH2:11][CH2:12][S:13]([CH2:16][C@@H:17]([C:26]([OH:28])=[O:27])[NH:18]C(OC(C)(C)C)=O)(=[O:15])=[O:14])=[O:9])[CH2:5][CH2:6][Cl:7].Cl.C(OCC)C. The catalyst is C(OCC)(=O)C. The product is [Cl:32][CH2:31][CH2:30][N:29]([P:8]([N:4]([CH2:3][CH2:2][Cl:1])[CH2:5][CH2:6][Cl:7])([O:10][CH2:11][CH2:12][S:13]([CH2:16][C@@H:17]([C:26]([OH:28])=[O:27])[NH2:18])(=[O:14])=[O:15])=[O:9])[CH2:33][CH2:34][Cl:35]. The yield is 0.550. (5) The reactants are [OH:1][C:2]1[C:3]2[CH:10]=[C:9]([C:11]([O:13]C)=[O:12])[NH:8][C:4]=2[N:5]=[N:6][CH:7]=1.[OH-].[K+].Cl. No catalyst specified. The product is [OH:1][C:2]1[C:3]2[CH:10]=[C:9]([C:11]([OH:13])=[O:12])[NH:8][C:4]=2[N:5]=[N:6][CH:7]=1. The yield is 0.776. (6) The reactants are [Cl:1][S:2]([N:5]=[C:6]=[O:7])(=[O:4])=[O:3].[C:8]([OH:12])([CH3:11])([CH3:10])[CH3:9]. The catalyst is C1C=CC=CC=1. The product is [C:8]([O:12][C:6](=[O:7])[NH:5][S:2]([Cl:1])(=[O:4])=[O:3])([CH3:11])([CH3:10])[CH3:9]. The yield is 0.650. (7) The reactants are [F:1][C:2]1[CH:7]=[CH:6][C:5]([SH:8])=[CH:4][CH:3]=1.C(=O)([O-])[O-].[K+].[K+].[CH2:15]([O:17][CH:18]([O:21][CH2:22][CH3:23])[CH2:19]Br)[CH3:16]. The catalyst is CC(C)=O. The product is [CH2:15]([O:17][CH:18]([O:21][CH2:22][CH3:23])[CH2:19][S:8][C:5]1[CH:6]=[CH:7][C:2]([F:1])=[CH:3][CH:4]=1)[CH3:16]. The yield is 0.930. (8) The yield is 0.640. The reactants are [Cl:1][C:2]1[CH:23]=[CH:22][C:5]([CH2:6][NH:7][C:8]([C:10]2[N:11]=[N:12][C:13]3[C:18]([C:19]=2[OH:20])=[CH:17][C:16](I)=[CH:15][CH:14]=3)=[O:9])=[CH:4][CH:3]=1.CCN(CC)CC.[CH3:31][OH:32].Cl.CN([CH:37]=[O:38])C. The product is [Cl:1][C:2]1[CH:23]=[CH:22][C:5]([CH2:6][NH:7][C:8]([C:10]2[N:11]=[N:12][C:13]3[C:18]([C:19]=2[OH:20])=[CH:17][C:16]([C:31]([O:38][CH3:37])=[O:32])=[CH:15][CH:14]=3)=[O:9])=[CH:4][CH:3]=1. The catalyst is Cl[Pd](Cl)([P](C1C=CC=CC=1)(C1C=CC=CC=1)C1C=CC=CC=1)[P](C1C=CC=CC=1)(C1C=CC=CC=1)C1C=CC=CC=1.